The task is: Predict the reactants needed to synthesize the given product.. This data is from Full USPTO retrosynthesis dataset with 1.9M reactions from patents (1976-2016). (1) Given the product [OH2:7].[Cl:38][C:21]1[CH:20]=[CH:19][C:18]2[N:17]=[C:16]([N:13]3[CH2:14][CH2:15][C@H:11]([NH:10][CH2:9][CH2:8][OH:7])[CH2:12]3)[CH:25]=[CH:24][C:23]=2[C:22]=1[C:26]([NH:28][CH2:29][C:30]1([OH:37])[CH2:36][CH2:35][CH2:34][CH2:33][CH2:32][CH2:31]1)=[O:27], predict the reactants needed to synthesize it. The reactants are: Cl.C([Si](C)(C)[O:7][CH2:8][CH2:9][NH:10][C@H:11]1[CH2:15][CH2:14][N:13]([C:16]2[CH:25]=[CH:24][C:23]3[C:22]([C:26]([NH:28][CH2:29][C:30]4([OH:37])[CH2:36][CH2:35][CH2:34][CH2:33][CH2:32][CH2:31]4)=[O:27])=[C:21]([Cl:38])[CH:20]=[CH:19][C:18]=3[N:17]=2)[CH2:12]1)(C)(C)C. (2) Given the product [N+:26]([C:23]1[CH:22]=[C:21]2[C:20](=[CH:25][CH:24]=1)[O:36][C:31]([CH2:32][C:33]([O:34][C:35]([CH3:1])([CH3:38])[CH3:37])=[O:39])=[CH:30][C:29]2=[O:40])([O-:28])=[O:27], predict the reactants needed to synthesize it. The reactants are: [C:1](NC1C=C2C(=CC=1)OC(CC(O)=O)CC2)(=O)C.Cl[C:20]1[CH:25]=[CH:24][C:23]([N+:26]([O-:28])=[O:27])=[CH:22][C:21]=1[C:29](=[O:40])[CH2:30][C:31]1[O:36][C:35]([CH3:38])([CH3:37])[O:34][C:33](=[O:39])[CH:32]=1. (3) Given the product [CH3:26][C:27]([CH3:40])([CH3:39])[C:28]#[C:29][C:2]1[CH:23]=[CH:22][C:5]([C:6]([NH:8][S:9]([C:12]2[CH:17]=[CH:16][CH:15]=[CH:14][C:13]=2[S:18](=[O:21])(=[O:20])[NH2:19])(=[O:11])=[O:10])=[O:7])=[CH:4][C:3]=1[O:24][CH3:25], predict the reactants needed to synthesize it. The reactants are: Br[C:2]1[CH:23]=[CH:22][C:5]([C:6]([NH:8][S:9]([C:12]2[CH:17]=[CH:16][CH:15]=[CH:14][C:13]=2[S:18](=[O:21])(=[O:20])[NH2:19])(=[O:11])=[O:10])=[O:7])=[CH:4][C:3]=1[O:24][CH3:25].[CH3:26][C:27]([CH3:40])([CH3:39])[C:28]#[C:29]B(OC(C)C)OC(C)C.C(=O)([O-])[O-].[Na+].[Na+]. (4) Given the product [CH3:25][N:24]1[C@@H:21]2[CH2:22][C:23]3=[CH:7][CH:8]=[C:9]([OH:10])[C:11]4[O:15][C@H:14]5[C:16]([CH2:18][CH2:19][C@@H:20]2[C@:13]5([C:12]=43)[CH2:27][CH2:26]1)=[O:17], predict the reactants needed to synthesize it. The reactants are: CC(C)([O-])C.[K+].[CH:7]1[C:23]2[CH2:22][C@H:21]3[N:24]([CH2:26][CH2:27][C@@:13]45[C@H:20]3[CH:19]=[CH:18][C@H:16]([OH:17])[C@@H:14]4[O:15][C:11]([C:12]=25)=[C:9]([OH:10])[CH:8]=1)[CH3:25].CO.[NH4+].[OH-].Cl. (5) Given the product [Br:1][C:2]1[CH:3]=[C:4]([NH:8][S:22]([C:16]2[CH:21]=[CH:20][CH:19]=[CH:18][CH:17]=2)(=[O:24])=[O:23])[CH:5]=[N:6][CH:7]=1, predict the reactants needed to synthesize it. The reactants are: [Br:1][C:2]1[CH:3]=[C:4]([NH2:8])[CH:5]=[N:6][CH:7]=1.C(N(CC)CC)C.[C:16]1([S:22](Cl)(=[O:24])=[O:23])[CH:21]=[CH:20][CH:19]=[CH:18][CH:17]=1.[OH-].[Na+]. (6) Given the product [C:1]1([C:31]2[CH:36]=[CH:35][CH:34]=[CH:33][CH:32]=2)[CH:2]=[CH:3][C:4]([O:7][CH:8]2[CH2:12][CH2:11][N:10]([C:13]3[CH:18]=[CH:17][C:16]([OH:19])=[C:15]([O:28][CH3:29])[CH:14]=3)[C:9]2=[O:30])=[CH:5][CH:6]=1, predict the reactants needed to synthesize it. The reactants are: [C:1]1([C:31]2[CH:36]=[CH:35][CH:34]=[CH:33][CH:32]=2)[CH:6]=[CH:5][C:4]([O:7][CH:8]2[CH2:12][CH2:11][N:10]([C:13]3[CH:18]=[CH:17][C:16]([O:19]COCC[Si](C)(C)C)=[C:15]([O:28][CH3:29])[CH:14]=3)[C:9]2=[O:30])=[CH:3][CH:2]=1.Cl.C(OCC)C. (7) Given the product [C:36]([N:13]([CH:14]1[CH2:19][CH2:18][N:17]([CH2:20][C:21]2[CH:26]=[CH:25][CH:24]=[C:23]([O:27][C:28]3[CH:33]=[CH:32][CH:31]=[CH:30][C:29]=3[O:34][CH3:35])[CH:22]=2)[CH2:16][CH2:15]1)[CH:4]([CH2:5][C:6]1[CH:7]=[CH:8][C:9]([Cl:12])=[CH:10][CH:11]=1)[C:3]([OH:39])=[O:2])(=[O:38])[CH3:37], predict the reactants needed to synthesize it. The reactants are: C[O:2][C:3](=[O:39])[CH:4]([N:13]([C:36](=[O:38])[CH3:37])[CH:14]1[CH2:19][CH2:18][N:17]([CH2:20][C:21]2[CH:26]=[CH:25][CH:24]=[C:23]([O:27][C:28]3[CH:33]=[CH:32][CH:31]=[CH:30][C:29]=3[O:34][CH3:35])[CH:22]=2)[CH2:16][CH2:15]1)[CH2:5][C:6]1[CH:11]=[CH:10][C:9]([Cl:12])=[CH:8][CH:7]=1.[OH-].[Li+]. (8) Given the product [Cl:1][C:2]1[C:7]([F:8])=[C:6]([O:9][CH3:10])[CH:5]=[CH:4][C:3]=1[CH:11]([NH:21][C:22]1[CH:31]=[C:30]([F:32])[CH:29]=[C:28]2[C:23]=1[CH:24]=[CH:25][C:26](=[O:33])[N:27]2[C:39]1[CH:38]=[N:37][C:36]([O:35][CH3:34])=[N:41][CH:40]=1)[C:12]([CH2:17][O:18][CH2:19][CH3:47])([OH:20])[C:13]([F:15])([F:16])[F:14], predict the reactants needed to synthesize it. The reactants are: [Cl:1][C:2]1[C:7]([F:8])=[C:6]([O:9][CH3:10])[CH:5]=[CH:4][C:3]=1[CH:11]([NH:21][C:22]1[CH:31]=[C:30]([F:32])[CH:29]=[C:28]2[C:23]=1[CH:24]=[CH:25][C:26](=[O:33])[NH:27]2)[C:12]([OH:20])([CH2:17][O:18][CH3:19])[C:13]([F:16])([F:15])[F:14].[CH3:34][O:35][C:36]1[N:41]=[CH:40][C:39](B(O)O)=[CH:38][N:37]=1.O.N1C=CC=C[CH:47]=1.